Dataset: Reaction yield outcomes from USPTO patents with 853,638 reactions. Task: Predict the reaction yield, written as a fraction of the theoretical maximum amount of product (1.0 means a 100% yield; for example, 0.34 means a 34% yield). (1) The reactants are [NH:1]([C:3]1[CH:8]=[CH:7][C:6]([O:9][CH3:10])=[CH:5][N:4]=1)[NH2:2].O=[CH:12][C:13]([O:15][CH2:16][CH3:17])=[O:14].C(OI(C1C=CC=CC=1)OC(=O)C)(=O)C. The catalyst is CO. The product is [CH3:10][O:9][C:6]1[CH:7]=[CH:8][C:3]2[N:4]([C:12]([C:13]([O:15][CH2:16][CH3:17])=[O:14])=[N:2][N:1]=2)[CH:5]=1. The yield is 0.870. (2) The reactants are [F:1][C:2]1[CH:3]=[C:4]([CH:19]=[CH:20][C:21]=1[F:22])[CH2:5][NH:6][C:7]([C:9]1[CH:14]=[C:13]([CH3:15])[N:12]2[N:16]=[CH:17][CH:18]=[C:11]2[N:10]=1)=[O:8].C(O)(=O)C.[Br:27]Br. The catalyst is C(Cl)Cl. The product is [F:1][C:2]1[CH:3]=[C:4]([CH:19]=[CH:20][C:21]=1[F:22])[CH2:5][NH:6][C:7]([C:9]1[CH:14]=[C:13]([CH2:15][Br:27])[N:12]2[N:16]=[CH:17][CH:18]=[C:11]2[N:10]=1)=[O:8]. The yield is 0.120. (3) The reactants are [CH3:1][N:2]1[CH2:7][CH2:6][CH2:5][C@@H:4]([C:8](OCC)=[O:9])[CH2:3]1.[H-].[Al+3].[Li+].[H-].[H-].[H-].O.[OH-].[Na+]. The catalyst is CCOCC.C1COCC1. The product is [CH3:1][N:2]1[CH2:7][CH2:6][CH2:5][C@@H:4]([CH2:8][OH:9])[CH2:3]1. The yield is 0.940. (4) The reactants are [F:1][C:2]1[CH:7]=[CH:6][C:5]([C:8]2[N:12]([S:13]([C:16]3[CH:21]=[CH:20][C:19]([CH3:22])=[CH:18][CH:17]=3)(=[O:15])=[O:14])[CH:11]=[C:10]([CH:23]=O)[CH:9]=2)=[CH:4][CH:3]=1.[Cl-].C[NH3+].[C:28]([BH3-])#[N:29].[Na+]. The catalyst is CO. The product is [F:1][C:2]1[CH:7]=[CH:6][C:5]([C:8]2[N:12]([S:13]([C:16]3[CH:21]=[CH:20][C:19]([CH3:22])=[CH:18][CH:17]=3)(=[O:15])=[O:14])[CH:11]=[C:10]([CH2:23][NH:29][CH3:28])[CH:9]=2)=[CH:4][CH:3]=1. The yield is 0.820.